From a dataset of Reaction yield outcomes from USPTO patents with 853,638 reactions. Predict the reaction yield, written as a fraction of the theoretical maximum amount of product (1.0 means a 100% yield; for example, 0.34 means a 34% yield). (1) The reactants are [CH3:1][O:2][C:3]([C:5]1[CH:10]=[CH:9][C:8]([C:11]2[C:12]([CH3:42])([CH3:41])[C@H:13]3[C@:26]([CH3:29])([CH2:27][CH:28]=2)[C@@H:25]2[C@:16]([CH3:40])([C@@:17]4([CH3:39])[C@H:22]([CH2:23][CH2:24]2)[C@H:21]2[C@H:30]([C:33]([CH3:35])=[CH2:34])[CH2:31][CH2:32][C@:20]2(C(O)=O)[CH2:19][CH2:18]4)[CH2:15][CH2:14]3)=[CH:7][CH:6]=1)=[O:4].C([N:45]([CH2:48]C)CC)C.C1(P(N=[N+]=[N-])(C2C=CC=CC=2)=[O:57])C=CC=CC=1. The catalyst is O1CCOCC1.CCOC(C)=O. The product is [N:45]([C@:20]12[CH2:32][CH2:31][C@@H:30]([C:33]([CH3:35])=[CH2:34])[C@@H:21]1[C@@H:22]1[C@@:17]([CH3:39])([CH2:18][CH2:19]2)[C@@:16]2([CH3:40])[C@@H:25]([C@:26]3([CH3:29])[C@@H:13]([CH2:14][CH2:15]2)[C:12]([CH3:41])([CH3:42])[C:11]([C:8]2[CH:9]=[CH:10][C:5]([C:3]([O:2][CH3:1])=[O:4])=[CH:6][CH:7]=2)=[CH:28][CH2:27]3)[CH2:24][CH2:23]1)=[C:48]=[O:57]. The yield is 0.860. (2) The reactants are [Cl:1][C:2]1[CH:8]=[C:7]([O:9][CH3:10])[CH:6]=[CH:5][C:3]=1[NH2:4].[C:11](Cl)(Cl)=[S:12]. The catalyst is C(=O)([O-])O.[Na+].O1CCCC1. The product is [Cl:1][C:2]1[CH:8]=[C:7]([O:9][CH3:10])[CH:6]=[CH:5][C:3]=1[N:4]=[C:11]=[S:12]. The yield is 0.680. (3) The reactants are C(=O)([O-])[O-].[K+].[K+].Br[CH2:8][CH2:9][O:10][CH3:11].[CH:12]1([N:15]2[C:23]3[C:18](=[CH:19][CH:20]=[C:21]([C:24]4[N:28]([C:29]5[CH:30]=[C:31]([OH:35])[CH:32]=[CH:33][CH:34]=5)[N:27]=[CH:26][CH:25]=4)[CH:22]=3)[C:17]([CH2:36][CH3:37])=[N:16]2)[CH2:14][CH2:13]1.O.C(#N)C. The catalyst is CN(C)C=O. The product is [CH:12]1([N:15]2[C:23]3[C:18](=[CH:19][CH:20]=[C:21]([C:24]4[N:28]([C:29]5[CH:34]=[CH:33][CH:32]=[C:31]([O:35][CH2:8][CH2:9][O:10][CH3:11])[CH:30]=5)[N:27]=[CH:26][CH:25]=4)[CH:22]=3)[C:17]([CH2:36][CH3:37])=[N:16]2)[CH2:14][CH2:13]1. The yield is 0.400. (4) The reactants are C([O:3][C:4](=[O:30])[C:5]1[CH:10]=[CH:9][C:8]([C:11]2[CH:15]([Br:16])[C:14]([C:21]3[CH:26]=[C:25]([Cl:27])[CH:24]=[C:23]([Cl:28])[CH:22]=3)([C:17]([F:20])([F:19])[F:18])[O:13][N:12]=2)=[CH:7][C:6]=1[CH3:29])C.O.[OH-].[Li+].CO. The catalyst is O. The product is [Br:16][CH:15]1[C:14]([C:21]2[CH:22]=[C:23]([Cl:28])[CH:24]=[C:25]([Cl:27])[CH:26]=2)([C:17]([F:18])([F:19])[F:20])[O:13][N:12]=[C:11]1[C:8]1[CH:9]=[CH:10][C:5]([C:4]([OH:30])=[O:3])=[C:6]([CH3:29])[CH:7]=1. The yield is 0.880. (5) The reactants are [N+:1]([O-:4])(O)=[O:2].[CH3:5][O:6][C:7](=[O:19])[C:8]1[CH:13]=[CH:12][C:11]([OH:14])=[C:10]([C:15]([F:18])([F:17])[F:16])[CH:9]=1. The catalyst is C(O)(=O)C. The product is [CH3:5][O:6][C:7](=[O:19])[C:8]1[CH:9]=[C:10]([C:15]([F:18])([F:17])[F:16])[C:11]([OH:14])=[C:12]([N+:1]([O-:4])=[O:2])[CH:13]=1. The yield is 0.990. (6) The reactants are [N+:1]([C:4]1[CH:5]=[C:6]([NH:10][C:11](=[O:22])[C:12]2[CH:17]=[CH:16][CH:15]=[C:14]([C:18]([F:21])([F:20])[F:19])[CH:13]=2)[CH:7]=[CH:8][CH:9]=1)([O-])=O.S(S([O-])=O)([O-])=O.[Na+].[Na+]. The catalyst is O1CCCC1.O. The product is [NH2:1][C:4]1[CH:5]=[C:6]([NH:10][C:11](=[O:22])[C:12]2[CH:17]=[CH:16][CH:15]=[C:14]([C:18]([F:19])([F:20])[F:21])[CH:13]=2)[CH:7]=[CH:8][CH:9]=1. The yield is 0.660. (7) The reactants are N1CCCCC1.[CH3:7][O:8][C:9]1[CH:10]=[C:11]([CH:14]=[CH:15][C:16]=1[O:17][CH3:18])[CH:12]=O.C([CH2:22][C:23]([NH:25][C:26]1[CH:34]=[CH:33][CH:32]=[CH:31][C:27]=1[C:28]([OH:30])=[O:29])=[O:24])(O)=O. The catalyst is C1(C)C=CC=CC=1. The product is [CH3:7][O:8][C:9]1[CH:10]=[C:11](/[CH:12]=[CH:22]/[C:23]([NH:25][C:26]2[CH:34]=[CH:33][CH:32]=[CH:31][C:27]=2[C:28]([OH:30])=[O:29])=[O:24])[CH:14]=[CH:15][C:16]=1[O:17][CH3:18]. The yield is 0.740.